From a dataset of Full USPTO retrosynthesis dataset with 1.9M reactions from patents (1976-2016). Predict the reactants needed to synthesize the given product. (1) Given the product [F:24][C:7]1[CH:6]=[CH:5][C:4]2[N:3]=[C:2]([NH:25][C:26]3[CH:31]=[CH:30][C:29]([C:32]([N:34]4[CH2:35][CH2:36][CH2:37][CH2:38]4)=[O:33])=[CH:28][CH:27]=3)[C:11]3[NH:12][N:13]=[CH:14][C:10]=3[C:9]=2[CH:8]=1, predict the reactants needed to synthesize it. The reactants are: Cl[C:2]1[C:11]2=[N:12][N:13](CC3C=CC(OC)=CC=3)[CH:14]=[C:10]2[C:9]2[CH:8]=[C:7]([F:24])[CH:6]=[CH:5][C:4]=2[N:3]=1.[NH2:25][C:26]1[CH:31]=[CH:30][C:29]([C:32]([N:34]2[CH2:38][CH2:37][CH2:36][CH2:35]2)=[O:33])=[CH:28][CH:27]=1.Cl. (2) The reactants are: [Br:1][C:2]1[CH:3]=[C:4]([C:8]2[N:9]=[N:10][NH:11][N:12]=2)[CH:5]=[CH:6][CH:7]=1.C[O-].[Na+].[O-]S(C(F)(F)F)(=O)=O.F[N+:25]1[CH:30]=[CH:29][CH:28]=[CH:27][CH:26]=1. Given the product [Br:1][C:2]1[CH:3]=[C:4]([C:8]2[N:9]=[N:10][N:11]([C:26]3[CH:27]=[CH:28][CH:29]=[CH:30][N:25]=3)[N:12]=2)[CH:5]=[CH:6][CH:7]=1, predict the reactants needed to synthesize it. (3) Given the product [Cl:1][C:2]1[N:3]=[C:4]([Cl:11])[C:5]([F:10])=[CH:6][C:7]=1[C:8]([NH2:9])=[O:13], predict the reactants needed to synthesize it. The reactants are: [Cl:1][C:2]1[C:7]([C:8]#[N:9])=[CH:6][C:5]([F:10])=[C:4]([Cl:11])[N:3]=1.S(=O)(=O)(O)[OH:13]. (4) Given the product [CH2:17]([O:16][C:14](=[O:15])[CH2:13][N:7]1[CH2:8][CH2:9][N:4]([CH3:3])[CH:5]([CH2:10][OH:11])[CH2:6]1)[CH3:18], predict the reactants needed to synthesize it. The reactants are: Cl.Cl.[CH3:3][N:4]1[CH2:9][CH2:8][NH:7][CH2:6][CH:5]1[CH2:10][OH:11].Br[CH2:13][C:14]([O:16][CH2:17][CH3:18])=[O:15].C([O-])([O-])=O.[K+].[K+]. (5) Given the product [Cl:1][C:2]1[CH:3]=[CH:4][C:5]([C@@H:8]([N:17]2[CH2:18][CH:19]([C@H:21]([C:26]3[CH:31]=[C:30]([N:34]4[CH:38]=[CH:37][N:36]=[CH:35]4)[CH:29]=[C:28]([F:33])[CH:27]=3)[C:22]([F:25])([CH3:23])[CH3:24])[CH2:20]2)[C:9]2[CH:10]=[C:11]([CH:14]=[CH:15][CH:16]=2)[C:12]#[N:13])=[CH:6][CH:7]=1, predict the reactants needed to synthesize it. The reactants are: [Cl:1][C:2]1[CH:7]=[CH:6][C:5]([C@@H:8]([N:17]2[CH2:20][CH:19]([C@H:21]([C:26]3[CH:31]=[C:30](F)[CH:29]=[C:28]([F:33])[CH:27]=3)[C:22]([F:25])([CH3:24])[CH3:23])[CH2:18]2)[C:9]2[CH:10]=[C:11]([CH:14]=[CH:15][CH:16]=2)[C:12]#[N:13])=[CH:4][CH:3]=1.[NH:34]1[CH:38]=[CH:37][N:36]=[CH:35]1.C([O-])([O-])=O.[K+].[K+].CCOCC. (6) Given the product [N:1]([CH2:4][CH2:5][CH2:6][CH2:7][CH2:8][CH2:9][C:10]([NH:34][CH2:27][C:28]1[CH:33]=[CH:32][CH:31]=[CH:30][CH:29]=1)=[O:12])=[N+:2]=[N-:3], predict the reactants needed to synthesize it. The reactants are: [N:1]([CH2:4][CH2:5][CH2:6][CH2:7][CH2:8][CH2:9][C:10]([OH:12])=O)=[N+:2]=[N-:3].C1N=CN(C(N2C=NC=C2)=O)C=1.N#N.[CH2:27]([NH2:34])[C:28]1[CH:33]=[CH:32][CH:31]=[CH:30][CH:29]=1. (7) Given the product [Br:7][C:8]1[N:13]=[CH:12][C:11]([CH2:14][OH:15])=[CH:10][CH:9]=1, predict the reactants needed to synthesize it. The reactants are: [H-].[Al+3].[Li+].[H-].[H-].[H-].[Br:7][C:8]1[N:13]=[CH:12][C:11]([CH:14]=[O:15])=[CH:10][CH:9]=1.C(OCC)(=O)C.C(=O)(O)[O-].[Na+]. (8) Given the product [CH3:30][N:29]([CH2:2][C:3]1[N:4]=[C:5]([NH:18][C:19](=[O:28])[C:20]2[C:25]([F:26])=[CH:24][CH:23]=[CH:22][C:21]=2[F:27])[S:6][C:7]=1[C:8]1[CH:13]=[CH:12][CH:11]=[C:10]([C:14]([F:17])([F:16])[F:15])[CH:9]=1)[CH3:31], predict the reactants needed to synthesize it. The reactants are: Cl[CH2:2][C:3]1[N:4]=[C:5]([NH:18][C:19](=[O:28])[C:20]2[C:25]([F:26])=[CH:24][CH:23]=[CH:22][C:21]=2[F:27])[S:6][C:7]=1[C:8]1[CH:13]=[CH:12][CH:11]=[C:10]([C:14]([F:17])([F:16])[F:15])[CH:9]=1.[NH:29]([CH3:31])[CH3:30].CCN(CC)CC. (9) Given the product [NH2:1][C:4]1[CH:5]=[N:6][N:7]([CH2:9][CH2:10][CH2:11][OH:12])[CH:8]=1, predict the reactants needed to synthesize it. The reactants are: [N+:1]([C:4]1[CH:5]=[N:6][N:7]([CH2:9][CH2:10][CH2:11][OH:12])[CH:8]=1)([O-])=O. (10) Given the product [CH:1]1([CH2:7][CH2:8][C:9]2[CH:10]=[C:11]([CH:12]=[CH:13][CH:14]=2)[CH2:15][CH2:16][C:25]2[CH:18]=[C:19]([CH:22]=[CH:23][CH:24]=2)[C:20]#[N:21])[CH2:6][CH2:5][CH2:4][CH2:3][CH2:2]1, predict the reactants needed to synthesize it. The reactants are: [CH:1]1([CH2:7][CH2:8][C:9]2[CH:14]=[CH:13][CH:12]=[C:11]([CH:15]=[CH2:16])[CH:10]=2)[CH2:6][CH2:5][CH2:4][CH2:3][CH2:2]1.Br[C:18]1[CH:25]=[CH:24][CH:23]=[CH:22][C:19]=1[C:20]#[N:21].